Dataset: Catalyst prediction with 721,799 reactions and 888 catalyst types from USPTO. Task: Predict which catalyst facilitates the given reaction. Reactant: [F:1][C:2]1[C:7]([F:8])=[C:6]([CH:9]2[CH2:14][CH2:13][CH:12]([CH2:15][CH2:16][CH3:17])[CH2:11][CH2:10]2)[CH:5]=[CH:4][C:3]=1[CH:18]1[CH2:23][CH2:22][CH:21]([CH:24]2[CH2:33][CH2:32][C:27]3(OCC[O:28]3)[CH2:26][CH2:25]2)[CH2:20][CH2:19]1.C(O)=O.O. Product: [F:1][C:2]1[C:7]([F:8])=[C:6]([CH:9]2[CH2:10][CH2:11][CH:12]([CH2:15][CH2:16][CH3:17])[CH2:13][CH2:14]2)[CH:5]=[CH:4][C:3]=1[CH:18]1[CH2:23][CH2:22][CH:21]([CH:24]2[CH2:25][CH2:26][C:27](=[O:28])[CH2:32][CH2:33]2)[CH2:20][CH2:19]1. The catalyst class is: 11.